From a dataset of Forward reaction prediction with 1.9M reactions from USPTO patents (1976-2016). Predict the product of the given reaction. (1) Given the reactants C(N([CH2:6][CH3:7])CC)C.[C:8](Cl)(=[O:15])[C:9]1[CH:14]=[CH:13][CH:12]=[CH:11][CH:10]=1.O.[CH2:18]1[CH2:22][O:21][CH2:20][CH2:19]1, predict the reaction product. The product is: [CH2:22]([O:21][CH2:20][C:6]#[C:7][C:8]([C:9]1[CH:14]=[CH:13][CH:12]=[CH:11][CH:10]=1)=[O:15])[CH:18]=[CH:19][C:9]1[CH:14]=[CH:13][CH:12]=[CH:11][CH:10]=1. (2) The product is: [CH:45]([N:48]([CH:52]([CH3:54])[CH3:53])[CH2:49][CH2:50][NH:51][C:37]([NH:20][C:19]1[CH:21]=[CH:22][C:16]([O:15][C:6]2[C:5]3[C:10](=[CH:11][C:12]([O:13][CH3:14])=[C:3]([O:2][CH3:1])[CH:4]=3)[N:9]=[CH:8][N:7]=2)=[CH:17][C:18]=1[N+:23]([O-:25])=[O:24])=[O:43])([CH3:47])[CH3:46]. Given the reactants [CH3:1][O:2][C:3]1[CH:4]=[C:5]2[C:10](=[CH:11][C:12]=1[O:13][CH3:14])[N:9]=[CH:8][N:7]=[C:6]2[O:15][C:16]1[CH:22]=[CH:21][C:19]([NH2:20])=[C:18]([N+:23]([O-:25])=[O:24])[CH:17]=1.C(N(CC)CC)C.ClC(Cl)(O[C:37](=[O:43])OC(Cl)(Cl)Cl)Cl.[CH:45]([N:48]([CH:52]([CH3:54])[CH3:53])[CH2:49][CH2:50][NH2:51])([CH3:47])[CH3:46], predict the reaction product. (3) Given the reactants [C:1]([C:3]1[C:4]([CH3:14])=[CH:5][C:6]([CH3:13])=[C:7]([CH:12]=1)[C:8]([O:10][CH3:11])=[O:9])#[N:2].[ClH:15].[CH3:16][OH:17], predict the reaction product. The product is: [ClH:15].[NH:2]=[C:1]([O:17][CH3:16])[C:3]1[C:4]([CH3:14])=[CH:5][C:6]([CH3:13])=[C:7]([CH:12]=1)[C:8]([O:10][CH3:11])=[O:9]. (4) Given the reactants [CH3:1][N:2]([C:12](=[O:14])[CH3:13])[C:3]1[CH:8]=[CH:7][CH:6]=[C:5]([N+:9]([O-])=O)[CH:4]=1, predict the reaction product. The product is: [NH2:9][C:5]1[CH:4]=[C:3]([CH:8]=[CH:7][CH:6]=1)[N:2]([CH3:1])[C:12](=[O:14])[CH3:13].